Dataset: Full USPTO retrosynthesis dataset with 1.9M reactions from patents (1976-2016). Task: Predict the reactants needed to synthesize the given product. The reactants are: [BH-](OC(C)=O)(OC(C)=O)OC(C)=O.[Na+].[CH3:15][C:16]1[C:20]([C:21]2[C:22]([O:45][CH3:46])=[CH:23][C:24]3[C:25]4[N:35]([C@@H:36]([C:38]5[CH:43]=[CH:42][CH:41]=[CH:40][CH:39]=5)[CH3:37])[C:34](=[O:44])[O:33][C:26]=4[C:27]([CH:31]=[O:32])=[N:28][C:29]=3[CH:30]=2)=[C:19]([CH3:47])[O:18][N:17]=1. Given the product [CH3:15][C:16]1[C:20]([C:21]2[C:22]([O:45][CH3:46])=[CH:23][C:24]3[C:25]4[N:35]([C@@H:36]([C:38]5[CH:43]=[CH:42][CH:41]=[CH:40][CH:39]=5)[CH3:37])[C:34](=[O:44])[O:33][C:26]=4[C:27]([CH2:31][OH:32])=[N:28][C:29]=3[CH:30]=2)=[C:19]([CH3:47])[O:18][N:17]=1, predict the reactants needed to synthesize it.